From a dataset of Full USPTO retrosynthesis dataset with 1.9M reactions from patents (1976-2016). Predict the reactants needed to synthesize the given product. (1) The reactants are: [C:1]([O:12][CH2:13][CH:14]=[CH2:15])(=[O:11])[CH2:2][NH:3][CH2:4][C:5]([O:7][CH2:8][CH:9]=[CH2:10])=[O:6].[C:16]1(=[O:22])[O:21][C:19](=[O:20])[CH2:18][CH2:17]1. Given the product [CH2:13]([O:12][C:1]([CH2:2][N:3]([CH2:4][C:5]([O:7][CH2:8][CH:9]=[CH2:10])=[O:6])[C:16]([CH2:17][CH2:18][C:19]([OH:21])=[O:20])=[O:22])=[O:11])[CH:14]=[CH2:15], predict the reactants needed to synthesize it. (2) Given the product [CH:1]1[CH:9]=[CH:8][C:7]2[N+:6]([O-:10])=[N:11][C:12]([NH2:13])=[N+:4]([O-:5])[C:3]=2[CH:2]=1, predict the reactants needed to synthesize it. The reactants are: [CH:1]1[CH:9]=[CH:8][C:7]2[C:3](=[N:4][O:5][N+:6]=2[O-:10])[CH:2]=1.[N:11]#[C:12][NH2:13]. (3) Given the product [C:29]([O:28][C:26](=[O:27])[CH2:25][N:20]1[CH2:21][CH2:22][CH2:23][C@@H:19]1[CH2:18][O:17][C:14]1[CH:13]=[CH:12][C:11]([N:3]2[C:2]([Cl:1])=[C:10]3[C:5]([CH:6]=[CH:7][CH:8]=[CH:9]3)=[N:4]2)=[CH:16][CH:15]=1)([CH3:32])([CH3:31])[CH3:30], predict the reactants needed to synthesize it. The reactants are: [Cl:1][C:2]1[N:3]([C:11]2[CH:16]=[CH:15][C:14]([O:17][CH2:18][C@H:19]3[CH2:23][CH2:22][CH2:21][NH:20]3)=[CH:13][CH:12]=2)[N:4]=[C:5]2[C:10]=1[CH:9]=[CH:8][CH:7]=[CH:6]2.Br[CH2:25][C:26]([O:28][C:29]([CH3:32])([CH3:31])[CH3:30])=[O:27]. (4) Given the product [NH:16]1[C:17]2[CH:22]=[CH:21][CH:20]=[CH:19][C:18]=2[N:14]=[C:15]1[CH:11]([NH:12][C:13]([NH:24][C@H:25]1[CH2:30][CH2:29][C@H:28]([OH:31])[CH2:27][CH2:26]1)=[O:23])[CH:9]([C:6]1[CH:5]=[CH:4][C:3]([O:2][CH3:1])=[CH:8][CH:7]=1)[CH3:10], predict the reactants needed to synthesize it. The reactants are: [CH3:1][O:2][C:3]1[CH:8]=[CH:7][C:6]([CH:9]([CH:11]2[C:15]3=[N:16][C:17]4[CH:22]=[CH:21][CH:20]=[CH:19][C:18]=4[N:14]3[C:13](=[O:23])[NH:12]2)[CH3:10])=[CH:5][CH:4]=1.[NH2:24][C@H:25]1[CH2:30][CH2:29][C@H:28]([OH:31])[CH2:27][CH2:26]1.C(O)(C(F)(F)F)=O. (5) Given the product [N+:8]([C:5]1[CH:6]=[CH:7][C:2]([C:19]2[CH2:24][CH2:23][N:22]([C:25]([O:27][C:28]([CH3:31])([CH3:30])[CH3:29])=[O:26])[CH2:21][CH:20]=2)=[CH:3][CH:4]=1)([O-:10])=[O:9], predict the reactants needed to synthesize it. The reactants are: Br[C:2]1[CH:7]=[CH:6][C:5]([N+:8]([O-:10])=[O:9])=[CH:4][CH:3]=1.CC1(C)C(C)(C)OB([C:19]2[CH2:24][CH2:23][N:22]([C:25]([O:27][C:28]([CH3:31])([CH3:30])[CH3:29])=[O:26])[CH2:21][CH:20]=2)O1.C(=O)([O-])[O-].[Na+].[Na+].CO. (6) Given the product [F:32][C:26]1[CH:27]=[CH:28][CH:29]=[C:30]([F:31])[C:25]=1[NH:24][C:22](=[O:23])[C:21]1[CH:33]=[C:17]([C:9]2[N:10]=[C:11]3[CH:16]=[CH:15][CH:14]=[CH:13][N:12]3[C:8]=2[C:6]2[CH:5]=[CH:4][N:3]=[C:2]([NH:43][C:42]3[CH:44]=[C:38]([CH3:37])[C:39]([CH:47]4[CH2:52][CH2:51][N:50]([CH2:53][CH2:54][CH3:55])[CH2:49][CH2:48]4)=[CH:40][C:41]=3[O:45][CH3:46])[N:7]=2)[CH:18]=[CH:19][C:20]=1[O:34][CH2:35][CH3:36], predict the reactants needed to synthesize it. The reactants are: Cl[C:2]1[N:7]=[C:6]([C:8]2[N:12]3[CH:13]=[CH:14][CH:15]=[CH:16][C:11]3=[N:10][C:9]=2[C:17]2[CH:18]=[CH:19][C:20]([O:34][CH2:35][CH3:36])=[C:21]([CH:33]=2)[C:22]([NH:24][C:25]2[C:30]([F:31])=[CH:29][CH:28]=[CH:27][C:26]=2[F:32])=[O:23])[CH:5]=[CH:4][N:3]=1.[CH3:37][C:38]1[C:39]([CH:47]2[CH2:52][CH2:51][N:50]([CH2:53][CH2:54][CH3:55])[CH2:49][CH2:48]2)=[CH:40][C:41]([O:45][CH3:46])=[C:42]([CH:44]=1)[NH2:43].C1(C)C=CC(S(O)(=O)=O)=CC=1.C[O-].[Na+].